Dataset: Catalyst prediction with 721,799 reactions and 888 catalyst types from USPTO. Task: Predict which catalyst facilitates the given reaction. Reactant: Br[C:2]1[CH:9]=[CH:8][CH:7]=[CH:6][C:3]=1[CH:4]=[O:5].C(=O)([O-])[O-].[Na+].[Na+].[S:16]1[CH:20]=[CH:19][CH:18]=[C:17]1B(O)O. Product: [S:16]1[CH:20]=[CH:19][CH:18]=[C:17]1[C:2]1[CH:9]=[CH:8][CH:7]=[CH:6][C:3]=1[CH:4]=[O:5]. The catalyst class is: 57.